From a dataset of Forward reaction prediction with 1.9M reactions from USPTO patents (1976-2016). Predict the product of the given reaction. Given the reactants [NH2:1][C:2]1[C:11]([C:12]([O:14]C)=[O:13])=[C:10]2[C:5]([CH:6]3[CH2:16][CH:7]3[CH2:8][O:9]2)=[CH:4][CH:3]=1.O.[OH-].[Li+], predict the reaction product. The product is: [NH2:1][C:2]1[C:11]([C:12]([OH:14])=[O:13])=[C:10]2[C:5]([CH:6]3[CH2:16][CH:7]3[CH2:8][O:9]2)=[CH:4][CH:3]=1.